From a dataset of Full USPTO retrosynthesis dataset with 1.9M reactions from patents (1976-2016). Predict the reactants needed to synthesize the given product. (1) Given the product [CH3:3][C:2]([CH3:25])([O:4][C:5]([N:7]([C@@H:9]1[C:17]2[C:12](=[CH:13][CH:14]=[CH:15][CH:16]=2)[CH2:11][C@@H:10]1[OH:18])[CH3:8])=[O:6])[CH3:1], predict the reactants needed to synthesize it. The reactants are: [CH3:1][C:2]([CH3:25])([O:4][C:5]([N:7]([C@@H:9]1[C:17]2[C:12](=[CH:13][CH:14]=[CH:15][CH:16]=2)[CH2:11][C@@H:10]1[O:18]C1CCCCO1)[CH3:8])=[O:6])[CH3:3].C1(C)C=CC(S(O)(=O)=O)=CC=1.C(=O)(O)[O-].[Na+].O. (2) Given the product [F:21][C:18]([F:19])([F:20])[CH2:17][O:16][C:5]1[CH:6]=[CH:7][C:8]([O:10][CH2:11][C:12]([F:13])([F:14])[F:15])=[CH:9][C:4]=1[C:2](=[O:3])[CH:1]=[CH:29][C:28]1[CH:31]=[CH:32][C:25]([N+:22]([O-:24])=[O:23])=[CH:26][CH:27]=1, predict the reactants needed to synthesize it. The reactants are: [CH3:1][C:2]([C:4]1[CH:9]=[C:8]([O:10][CH2:11][C:12]([F:15])([F:14])[F:13])[CH:7]=[CH:6][C:5]=1[O:16][CH2:17][C:18]([F:21])([F:20])[F:19])=[O:3].[N+:22]([C:25]1[CH:32]=[CH:31][C:28]([CH:29]=O)=[CH:27][CH:26]=1)([O-:24])=[O:23].C(O)C.[OH-].[Na+]. (3) The reactants are: [N+:1]([C:4]1[CH:5]=[C:6]2[C:11](=[CH:12][CH:13]=1)[NH:10][C:9](=[O:14])[N:8]([CH2:15][CH:16]1[CH2:19][O:18][CH2:17]1)[C:7]2=[O:20])([O-:3])=[O:2].C(=O)([O-])[O-].[K+].[K+].[CH2:27](I)[CH3:28].O. Given the product [CH2:27]([N:10]1[C:11]2[C:6](=[CH:5][C:4]([N+:1]([O-:3])=[O:2])=[CH:13][CH:12]=2)[C:7](=[O:20])[N:8]([CH2:15][CH:16]2[CH2:17][O:18][CH2:19]2)[C:9]1=[O:14])[CH3:28], predict the reactants needed to synthesize it. (4) Given the product [ClH:9].[ClH:9].[NH2:1][C@H:2]1[CH2:7][CH2:6][C@H:5]([NH:8][C:10]2[N:18]=[C:17]3[C:13]([N:14]=[CH:15][N:16]3[CH:19]3[CH2:20][CH2:21][CH2:22][CH2:23]3)=[C:12]([NH:24][C:25]3[CH:30]=[CH:29][C:28]([C:31]([F:32])([F:34])[F:33])=[CH:27][CH:26]=3)[N:11]=2)[CH2:4][CH2:3]1, predict the reactants needed to synthesize it. The reactants are: [NH2:1][C@H:2]1[CH2:7][CH2:6][C@H:5]([NH2:8])[CH2:4][CH2:3]1.[Cl:9][C:10]1[N:18]=[C:17]2[C:13]([N:14]=[CH:15][N:16]2[CH:19]2[CH2:23][CH2:22][CH2:21][CH2:20]2)=[C:12]([NH:24][C:25]2[CH:30]=[CH:29][C:28]([C:31]([F:34])([F:33])[F:32])=[CH:27][CH:26]=2)[N:11]=1. (5) Given the product [Cl:23][C:18]1[CH:19]=[CH:20][CH:21]=[CH:22][C:17]=1[N:8]1[C:9]([C:10]2[CH:11]=[CH:12][C:13]([Cl:16])=[CH:14][CH:15]=2)=[C:5]([O:4][C:1](=[O:3])[CH3:2])[C:6]([C:24](=[O:26])[N:48]([CH2:47][C:46]([F:53])([F:45])[CH3:52])[CH2:49][CH2:50][OH:51])=[N:7]1, predict the reactants needed to synthesize it. The reactants are: [C:1]([O:4][C:5]1[C:6]([C:24]([OH:26])=O)=[N:7][N:8]([C:17]2[CH:22]=[CH:21][CH:20]=[CH:19][C:18]=2[Cl:23])[C:9]=1[C:10]1[CH:15]=[CH:14][C:13]([Cl:16])=[CH:12][CH:11]=1)(=[O:3])[CH3:2].ClC1N=C(OC)N=C(OC)N=1.CN1CCOCC1.[F:45][C:46]([F:53])([CH3:52])[CH2:47][NH:48][CH2:49][CH2:50][OH:51].C(OC(C)C)(C)C. (6) Given the product [CH2:12]([O:11][C:9]([C:8]1[O:30][C:5]2[C:4](=[O:3])[NH:27][C:16]3[C:17]([N:21]4[CH2:26][CH2:25][CH2:24][CH2:23][CH2:22]4)=[CH:18][CH:19]=[CH:20][C:15]=3[C:6]=2[CH:7]=1)=[O:10])[CH3:13], predict the reactants needed to synthesize it. The reactants are: C([O:3][C:4](=O)[C:5](=[O:30])[CH:6]([C:15]1[CH:20]=[CH:19][CH:18]=[C:17]([N:21]2[CH2:26][CH2:25][CH2:24][CH2:23][CH2:22]2)[C:16]=1[N+:27]([O-])=O)[CH2:7][C:8](=O)[C:9]([O:11][CH2:12][CH3:13])=[O:10])C.C(O)(=O)C. (7) Given the product [CH2:20]([O:19][CH2:18][CH2:17][O:8][CH2:7][CH2:6][C:2]1[S:1][CH:5]=[CH:4][CH:3]=1)[CH2:21][CH2:22][CH3:23], predict the reactants needed to synthesize it. The reactants are: [S:1]1[CH:5]=[CH:4][CH:3]=[C:2]1[CH2:6][CH2:7][OH:8].[H-].[Na+].O1CCCC1.Br[CH2:17][CH2:18][O:19][CH2:20][CH2:21][CH2:22][CH3:23]. (8) Given the product [F:24][C@H:22]1[CH2:23][C@H:21]1[C:19]([NH:18][C:13]1[N:14]=[CH:15][C:16]2[C:11]([CH:12]=1)=[CH:10][CH:9]=[C:8]([C:4]1[CH:5]=[N:6][CH:7]=[C:2]([OH:29])[C:3]=1[CH3:25])[CH:17]=2)=[O:20], predict the reactants needed to synthesize it. The reactants are: N[C:2]1[C:3]([CH3:25])=[C:4]([C:8]2[CH:17]=[C:16]3[C:11]([CH:12]=[C:13]([NH:18][C:19]([C@@H:21]4[CH2:23][C@@H:22]4[F:24])=[O:20])[N:14]=[CH:15]3)=[CH:10][CH:9]=2)[CH:5]=[N:6][CH:7]=1.FC(F)(F)C(O)=[O:29].CCCCCON=O. (9) Given the product [Cl:12][C:13]1[CH:14]=[CH:15][C:16]([N:5]2[CH:4]=[C:3]([C:2]([F:9])([F:8])[F:1])[CH:7]=[N:6]2)=[C:17]([C:19]2[CH:24]=[C:23]([O:25][CH3:26])[N:22]=[CH:21][N:20]=2)[CH:18]=1, predict the reactants needed to synthesize it. The reactants are: [F:1][C:2]([F:9])([F:8])[C:3]1[CH:4]=[N:5][NH:6][CH:7]=1.[H-].[Na+].[Cl:12][C:13]1[CH:14]=[CH:15][C:16](F)=[C:17]([C:19]2[CH:24]=[C:23]([O:25][CH3:26])[N:22]=[CH:21][N:20]=2)[CH:18]=1. (10) Given the product [CH3:47][C:39]1[C:38]([O:37][C:34](=[O:36])[CH3:35])=[CH:43][CH:42]=[CH:41][C:40]=1[C:44]([NH:6][C:7]1[CH:12]=[N:11][C:10]([NH:13][C:14]2[CH:19]=[CH:18][C:17]([C:20]([N:22]3[CH2:27][CH2:26][N:25]([CH3:28])[CH2:24][CH2:23]3)=[O:21])=[CH:16][CH:15]=2)=[N:9][CH:8]=1)=[O:45], predict the reactants needed to synthesize it. The reactants are: ClC1C=CC=C(Cl)C=1C([NH:6][C:7]1[CH:8]=[N:9][C:10]([NH:13][C:14]2[CH:19]=[CH:18][C:17]([C:20]([N:22]3[CH2:27][CH2:26][N:25]([CH3:28])[CH2:24][CH2:23]3)=[O:21])=[CH:16][CH:15]=2)=[N:11][CH:12]=1)=O.[C:34]([O:37][C:38]1[CH:43]=[CH:42][CH:41]=[C:40]([C:44](Cl)=[O:45])[C:39]=1[CH3:47])(=[O:36])[CH3:35].